This data is from hERG Central: cardiac toxicity at 1µM, 10µM, and general inhibition. The task is: Predict hERG channel inhibition at various concentrations. (1) The molecule is Cc1cccc(-n2c(SCC(=O)Nc3nonc3C)nnc2-c2ccoc2C)c1. Results: hERG_inhib (hERG inhibition (general)): blocker. (2) The compound is O=C1Nc2ccc(Br)cc2C(c2ccc(Cl)cc2)=NC1O. Results: hERG_inhib (hERG inhibition (general)): blocker.